From a dataset of Forward reaction prediction with 1.9M reactions from USPTO patents (1976-2016). Predict the product of the given reaction. (1) Given the reactants O[C:2]1[N:3]=[CH:4][C:5]([C:8]([OH:10])=[O:9])=[N:6][CH:7]=1.CN(C)C=O.S(Cl)([Cl:18])=O, predict the reaction product. The product is: [Cl:18][C:2]1[N:3]=[CH:4][C:5]([C:8]([OH:10])=[O:9])=[N:6][CH:7]=1. (2) Given the reactants [CH3:1][NH:2][C:3]1[CH:9]=[CH:8][C:7]([N:10]2[CH2:15][CH2:14][CH:13]([C:16]([F:19])([F:18])[F:17])[CH2:12][CH2:11]2)=[CH:6][C:4]=1[NH2:5].[Cl:20][C:21]1[CH:34]=[CH:33][C:24]([CH2:25][NH:26][C:27](=[O:32])[C:28]([CH3:31])([CH3:30])[CH3:29])=[CH:23][C:22]=1[N:35]=[C:36]=[S:37], predict the reaction product. The product is: [Cl:20][C:21]1[CH:34]=[CH:33][C:24]([CH2:25][NH:26][C:27](=[O:32])[C:28]([CH3:31])([CH3:30])[CH3:29])=[CH:23][C:22]=1[NH:35][C:36]([NH:5][C:4]1[CH:6]=[C:7]([N:10]2[CH2:11][CH2:12][CH:13]([C:16]([F:19])([F:17])[F:18])[CH2:14][CH2:15]2)[CH:8]=[CH:9][C:3]=1[NH:2][CH3:1])=[S:37]. (3) Given the reactants [CH2:1]([C:8]1[N:9]=[CH:10][C:11]2[CH2:17][CH2:16][NH:15][CH2:14][CH2:13][C:12]=2[N:18]=1)[C:2]1[CH:7]=[CH:6][CH:5]=[CH:4][CH:3]=1.[C:19]([OH:26])(=[O:25])/[CH:20]=[CH:21]/[C:22]([OH:24])=[O:23], predict the reaction product. The product is: [C:19]([OH:26])(=[O:25])/[CH:20]=[CH:21]/[C:22]([OH:24])=[O:23].[CH2:1]([C:8]1[N:9]=[CH:10][C:11]2[CH2:17][CH2:16][NH:15][CH2:14][CH2:13][C:12]=2[N:18]=1)[C:2]1[CH:3]=[CH:4][CH:5]=[CH:6][CH:7]=1. (4) Given the reactants Cl.[CH:2]1([C:5]2[N:6]=[CH:7][C:8]([O:11][C@@H:12]3[CH2:22][N:15]4[C:16](=[O:21])[CH2:17][CH2:18][NH:19][CH2:20][C@H:14]4[CH2:13]3)=[N:9][CH:10]=2)[CH2:4][CH2:3]1.C(N(CC)CC)C.[F:30][C:31]([F:42])([F:41])[C:32]1[CH:33]=[C:34]([CH:38]=[CH:39][CH:40]=1)[C:35](Cl)=[O:36], predict the reaction product. The product is: [CH:2]1([C:5]2[N:6]=[CH:7][C:8]([O:11][C@@H:12]3[CH2:22][N:15]4[C:16](=[O:21])[CH2:17][CH2:18][N:19]([C:35](=[O:36])[C:34]5[CH:38]=[CH:39][CH:40]=[C:32]([C:31]([F:30])([F:41])[F:42])[CH:33]=5)[CH2:20][C@H:14]4[CH2:13]3)=[N:9][CH:10]=2)[CH2:4][CH2:3]1. (5) Given the reactants [S:1]1(=[O:8])(=[O:7])[CH2:5][CH2:4][C:3](=O)[CH2:2]1.[CH3:9][C:10]1[C:18]2[C:13](=[CH:14][CH:15]=[C:16](/[CH:19]=[C:20](/[C:23](=O)[CH3:24])\[C:21]#[N:22])[CH:17]=2)[NH:12][N:11]=1.C([O-])(=O)C.[NH4+:30], predict the reaction product. The product is: [CH3:24][C:23]1[NH:30][C:3]2[CH2:4][CH2:5][S:1](=[O:8])(=[O:7])[C:2]=2[CH:19]([C:16]2[CH:17]=[C:18]3[C:13](=[CH:14][CH:15]=2)[NH:12][N:11]=[C:10]3[CH3:9])[C:20]=1[C:21]#[N:22].